From a dataset of Peptide-MHC class II binding affinity with 134,281 pairs from IEDB. Regression. Given a peptide amino acid sequence and an MHC pseudo amino acid sequence, predict their binding affinity value. This is MHC class II binding data. The peptide sequence is YDKFLANVSTVLTGK. The MHC is DRB1_0404 with pseudo-sequence DRB1_0404. The binding affinity (normalized) is 0.699.